From a dataset of Full USPTO retrosynthesis dataset with 1.9M reactions from patents (1976-2016). Predict the reactants needed to synthesize the given product. Given the product [NH2:17][C:2]1[C:11]([N+:12]([O-:14])=[O:13])=[CH:10][C:9]2[C:4](=[CH:5][CH:6]=[C:7]([O:15][CH3:16])[CH:8]=2)[N:3]=1, predict the reactants needed to synthesize it. The reactants are: Cl[C:2]1[C:11]([N+:12]([O-:14])=[O:13])=[CH:10][C:9]2[C:4](=[CH:5][CH:6]=[C:7]([O:15][CH3:16])[CH:8]=2)[N:3]=1.[NH3:17].